From a dataset of Forward reaction prediction with 1.9M reactions from USPTO patents (1976-2016). Predict the product of the given reaction. (1) The product is: [CH3:29][O:28][C:24]([NH:25][N:26]=[C:14]([NH:13][C:10]1[CH:11]=[N:12][C:7]([O:6][C:5]2[CH:17]=[CH:18][C:2]([CH3:1])=[C:3]([O:19][C:20]([F:23])([F:22])[F:21])[CH:4]=2)=[CH:8][CH:9]=1)[CH3:15])=[O:27]. Given the reactants [CH3:1][C:2]1[CH:18]=[CH:17][C:5]([O:6][C:7]2[N:12]=[CH:11][C:10]([NH:13][C:14](=O)[CH3:15])=[CH:9][CH:8]=2)=[CH:4][C:3]=1[O:19][C:20]([F:23])([F:22])[F:21].[C:24]([O:28][CH3:29])(=[O:27])[NH:25][NH2:26].O.C([O-])([O-])=O.[K+].[K+], predict the reaction product. (2) Given the reactants [F:1][C:2]1[CH:7]=[CH:6][C:5]([CH2:8][C:9](Cl)=[O:10])=[CH:4][CH:3]=1.[NH2:12][C:13]1[S:14][CH:15]=[C:16]([C:18]2[CH:23]=[CH:22][C:21]([Cl:24])=[CH:20][CH:19]=2)[N:17]=1.N1C=CC=CC=1, predict the reaction product. The product is: [Cl:24][C:21]1[CH:20]=[CH:19][C:18]([C:16]2[N:17]=[C:13]([NH:12][C:9](=[O:10])[CH2:8][C:5]3[CH:6]=[CH:7][C:2]([F:1])=[CH:3][CH:4]=3)[S:14][CH:15]=2)=[CH:23][CH:22]=1. (3) Given the reactants [Cl:1][C:2]1[CH:8]=[CH:7][C:6]([C:9]([N:11]2[C:20]3[C:15](=[CH:16][CH:17]=[CH:18][CH:19]=3)[CH2:14][CH2:13][CH2:12]2)=[O:10])=[CH:5][C:3]=1[NH2:4].[N:21]([C:24]1[CH:33]=[CH:32][CH:31]=[CH:30][C:25]=1[C:26]([O:28][CH3:29])=[O:27])=[C:22]=[O:23].Cl, predict the reaction product. The product is: [Cl:1][C:2]1[CH:8]=[CH:7][C:6]([C:9]([N:11]2[C:20]3[C:15](=[CH:16][CH:17]=[CH:18][CH:19]=3)[CH2:14][CH2:13][CH2:12]2)=[O:10])=[CH:5][C:3]=1[NH:4][C:22]([NH:21][C:24]1[CH:33]=[CH:32][CH:31]=[CH:30][C:25]=1[C:26]([O:28][CH3:29])=[O:27])=[O:23]. (4) Given the reactants C(N(C(C)C)C(C)C)C.[NH2:10][CH2:11][C:12]1([C:18]([NH:20][C:21]2[CH:26]=[CH:25][C:24]([C:27]([F:30])([F:29])[F:28])=[CH:23][N:22]=2)=[O:19])[CH2:17][CH2:16][NH:15][CH2:14][CH2:13]1.Cl[C:32]1[C:33]2[CH:40]=[CH:39][NH:38][C:34]=2[N:35]=[CH:36][N:37]=1, predict the reaction product. The product is: [NH2:10][CH2:11][C:12]1([C:18]([NH:20][C:21]2[CH:26]=[CH:25][C:24]([C:27]([F:30])([F:29])[F:28])=[CH:23][N:22]=2)=[O:19])[CH2:17][CH2:16][N:15]([C:32]2[C:33]3[CH:40]=[CH:39][NH:38][C:34]=3[N:35]=[CH:36][N:37]=2)[CH2:14][CH2:13]1. (5) Given the reactants [CH3:1][Si](C=[N+]=[N-])(C)C.[Br:8][C:9]1[CH:17]=[N:16][CH:15]=[C:14]([NH:18][C:19]2[CH:24]=[CH:23][CH:22]=[CH:21][C:20]=2[F:25])[C:10]=1[C:11]([OH:13])=[O:12], predict the reaction product. The product is: [CH3:1][O:12][C:11](=[O:13])[C:10]1[C:14]([NH:18][C:19]2[CH:24]=[CH:23][CH:22]=[CH:21][C:20]=2[F:25])=[CH:15][N:16]=[CH:17][C:9]=1[Br:8]. (6) Given the reactants Br[C:2]1[CH:7]=[CH:6][CH:5]=[C:4]([Br:8])[N:3]=1.[OH:9][C:10]1[CH:15]=[CH:14][CH:13]=[CH:12][N:11]=1.C(=O)([O-])[O-].[K+].[K+].C(=O)([O-])O.[Na+], predict the reaction product. The product is: [Br:8][C:4]1[N:3]=[C:2]([N:11]2[CH:12]=[CH:13][CH:14]=[CH:15][C:10]2=[O:9])[CH:7]=[CH:6][CH:5]=1. (7) The product is: [NH2:11][C:7]1[CH:8]=[C:9]2[C:4](=[CH:5][CH:6]=1)[N:3]([CH2:14][C:15]([O:17][CH2:18][CH3:19])=[O:16])[C:2]([CH3:1])=[CH:10]2. Given the reactants [CH3:1][C:2]1[N:3]([CH2:14][C:15]([O:17][CH2:18][CH3:19])=[O:16])[C:4]2[C:9]([CH:10]=1)=[CH:8][C:7]([N+:11]([O-])=O)=[CH:6][CH:5]=2, predict the reaction product. (8) The product is: [F:26][C:2]([F:1])([F:25])[C:3]1[N:8]2[N:9]=[CH:10][C:11]([C:12]3[O:37][N:36]=[C:34]([C:32]4[CH:31]=[CH:30][N:29]=[C:28]([NH2:27])[CH:33]=4)[N:35]=3)=[C:7]2[N:6]=[C:5]([C:15]2[CH:16]=[CH:17][C:18]([C:21]([F:24])([F:23])[F:22])=[CH:19][CH:20]=2)[CH:4]=1. Given the reactants [F:1][C:2]([F:26])([F:25])[C:3]1[N:8]2[N:9]=[CH:10][C:11]([C:12](O)=O)=[C:7]2[N:6]=[C:5]([C:15]2[CH:20]=[CH:19][C:18]([C:21]([F:24])([F:23])[F:22])=[CH:17][CH:16]=2)[CH:4]=1.[NH2:27][C:28]1[CH:33]=[C:32]([C:34]([NH:36][OH:37])=[NH:35])[CH:31]=[CH:30][N:29]=1, predict the reaction product. (9) Given the reactants [C:1]([N:4]1[C:13]2[C:8](=[CH:9][C:10]([O:14][CH3:15])=[CH:11][CH:12]=2)[C:7]([CH3:16])=[CH:6][C:5]1([CH3:18])[CH3:17])(=[O:3])[CH3:2].[Al+3].[Cl-].[Cl-].[Cl-], predict the reaction product. The product is: [C:1]([N:4]1[C:13]2[C:8](=[CH:9][C:10]([O:14][CH3:15])=[CH:11][CH:12]=2)[C:7]([C:8]2[CH:13]=[CH:12][CH:11]=[CH:10][CH:9]=2)([CH3:16])[CH2:6][C:5]1([CH3:18])[CH3:17])(=[O:3])[CH3:2]. (10) Given the reactants [N:1]1[C:10]2[C:5](=[CH:6][CH:7]=[CH:8][CH:9]=2)[CH:4]=[CH:3][C:2]=1[C:11]([OH:13])=[O:12], predict the reaction product. The product is: [NH:1]1[C:10]2[C:5](=[CH:6][CH:7]=[CH:8][CH:9]=2)[CH2:4][CH2:3][CH:2]1[C:11]([OH:13])=[O:12].